From a dataset of Full USPTO retrosynthesis dataset with 1.9M reactions from patents (1976-2016). Predict the reactants needed to synthesize the given product. The reactants are: [NH:1]1[CH2:6][CH2:5][O:4][CH2:3][CH2:2]1.[Cl:7][C:8]1[C:13]([O:14][CH3:15])=[C:12](Cl)[N:11]=[C:10]([C:17]2[CH:22]=[CH:21][C:20]([N+:23]([O-:25])=[O:24])=[CH:19][CH:18]=2)[N:9]=1. Given the product [Cl:7][C:8]1[N:9]=[C:10]([C:17]2[CH:22]=[CH:21][C:20]([N+:23]([O-:25])=[O:24])=[CH:19][CH:18]=2)[N:11]=[C:12]([N:1]2[CH2:6][CH2:5][O:4][CH2:3][CH2:2]2)[C:13]=1[O:14][CH3:15], predict the reactants needed to synthesize it.